From a dataset of Full USPTO retrosynthesis dataset with 1.9M reactions from patents (1976-2016). Predict the reactants needed to synthesize the given product. (1) Given the product [CH3:37][C:6]1([CH3:38])[C:7]2[C:12](=[CH:11][C:10]([NH:13][C:14]([C:16]3[C:17]4[CH2:18][CH2:19][N:20]([CH2:26][C:27]5[C:36]6[C:31](=[CH:32][CH:33]=[CH:34][CH:35]=6)[N:30]=[CH:29][CH:28]=5)[CH2:21][C:22]=4[CH:23]=[CH:24][CH:25]=3)=[O:15])=[CH:9][CH:8]=2)[NH:4][CH2:5]1, predict the reactants needed to synthesize it. The reactants are: C([N:4]1[C:12]2[C:7](=[CH:8][CH:9]=[C:10]([NH:13][C:14]([C:16]3[C:17]4[CH2:18][CH2:19][N:20]([CH2:26][C:27]5[C:36]6[C:31](=[CH:32][CH:33]=[CH:34][CH:35]=6)[N:30]=[CH:29][CH:28]=5)[CH2:21][C:22]=4[CH:23]=[CH:24][CH:25]=3)=[O:15])[CH:11]=2)[C:6]([CH3:38])([CH3:37])[CH2:5]1)(=O)C.Cl. (2) The reactants are: [CH3:1][C:2]1([CH3:26])[CH2:7][CH2:6][C:5]([C:8]2[C:9]([C:20](=[O:25])[C:21]([O:23][CH3:24])=[O:22])=[C:10]([CH3:19])[S:11][C:12]=2[C:13]2[CH:18]=[CH:17][N:16]=[CH:15][CH:14]=2)=[CH:4][CH2:3]1.[BH4-].[BH4-].[BH4-].[BH4-].[Na+].[Na+].[Na+].[Na+].O1CCC[CH2:36]1. Given the product [CH3:1][C:2]1([CH3:26])[CH2:7][CH2:6][C:5]([C:8]2[C:9]([CH:20]([OH:25])[C:21]([O:23][CH2:24][CH3:36])=[O:22])=[C:10]([CH3:19])[S:11][C:12]=2[C:13]2[CH:14]=[CH:15][N:16]=[CH:17][CH:18]=2)=[CH:4][CH2:3]1, predict the reactants needed to synthesize it. (3) Given the product [CH:9]1([CH:7]([C:1]2[CH:2]=[CH:3][CH:4]=[CH:5][CH:6]=2)[CH2:10][NH2:11])[CH2:8][CH2:18]1, predict the reactants needed to synthesize it. The reactants are: [C:1]1([C:7]2([C:10]#[N:11])[CH2:9][CH2:8]2)[CH:6]=[CH:5][CH:4]=[CH:3][CH:2]=1.[H-].[Al+3].[Li+].[H-].[H-].[H-].[CH3:18]COCC. (4) Given the product [CH3:1][O:2][C:3]1[CH:8]=[CH:7][C:6]([S:16]([Cl:15])(=[O:18])=[O:17])=[CH:5][C:4]=1[N:9]1[CH2:14][CH2:13][O:12][CH2:11][CH2:10]1, predict the reactants needed to synthesize it. The reactants are: [CH3:1][O:2][C:3]1[CH:8]=[CH:7][CH:6]=[CH:5][C:4]=1[N:9]1[CH2:14][CH2:13][O:12][CH2:11][CH2:10]1.[Cl:15][S:16](O)(=[O:18])=[O:17]. (5) Given the product [O:6]([C:7]1[CH:14]=[CH:13][C:10]([C:11]2[NH:24][C:23]3[CH:22]=[CH:21][C:20]([S:25]([NH2:28])(=[O:26])=[O:27])=[CH:19][C:18]=3[N:17]=2)=[CH:9][CH:8]=1)[C:5]1[CH:15]=[CH:16][CH:2]=[CH:3][CH:4]=1, predict the reactants needed to synthesize it. The reactants are: F[C:2]1[CH:16]=[CH:15][C:5]([O:6][C:7]2[CH:14]=[CH:13][C:10]([CH:11]=O)=[CH:9][CH:8]=2)=[CH:4][CH:3]=1.[NH2:17][C:18]1[CH:19]=[C:20]([S:25]([NH2:28])(=[O:27])=[O:26])[CH:21]=[CH:22][C:23]=1[NH2:24].NC1C=C(C=CC=1N)C(N)=O. (6) Given the product [CH:1]([C:4]1[CH:9]=[C:8]([CH3:10])[CH:7]=[CH:6][C:5]=1[N:11]1[C:48]([CH3:49])=[CH:47][S:13]/[C:12]/1=[N:14]\[C:15]([NH:17][CH2:18][C:19]1[CH:20]=[CH:21][C:22]([C:25]2[N:29]=[CH:28][N:27]([C:30]3[CH:31]=[CH:32][C:33]([O:36][C:37]([F:40])([F:39])[F:38])=[CH:34][CH:35]=3)[N:26]=2)=[CH:23][CH:24]=1)=[O:16])([CH3:3])[CH3:2], predict the reactants needed to synthesize it. The reactants are: [CH:1]([C:4]1[CH:9]=[C:8]([CH3:10])[CH:7]=[CH:6][C:5]=1[NH:11][C:12]([NH:14][C:15]([NH:17][CH2:18][C:19]1[CH:24]=[CH:23][C:22]([C:25]2[N:29]=[CH:28][N:27]([C:30]3[CH:35]=[CH:34][C:33]([O:36][C:37]([F:40])([F:39])[F:38])=[CH:32][CH:31]=3)[N:26]=2)=[CH:21][CH:20]=1)=[O:16])=[S:13])([CH3:3])[CH3:2].C([O-])(=O)C.[Na+].Cl[CH2:47][C:48](=O)[CH3:49].C(#N)C.